Dataset: Peptide-MHC class II binding affinity with 134,281 pairs from IEDB. Task: Regression. Given a peptide amino acid sequence and an MHC pseudo amino acid sequence, predict their binding affinity value. This is MHC class II binding data. (1) The peptide sequence is GPLIEGNTSLLWNGP. The MHC is DRB3_0101 with pseudo-sequence DRB3_0101. The binding affinity (normalized) is 0.431. (2) The peptide sequence is SKKDKFVAANAGGTV. The MHC is DRB1_0802 with pseudo-sequence DRB1_0802. The binding affinity (normalized) is 0.639. (3) The peptide sequence is ATTEEQKLIEDVNAS. The MHC is HLA-DQA10501-DQB10201 with pseudo-sequence HLA-DQA10501-DQB10201. The binding affinity (normalized) is 0.182. (4) The peptide sequence is AFKMAATAANAAPAN. The MHC is DRB1_1001 with pseudo-sequence DRB1_1001. The binding affinity (normalized) is 1.00.